From a dataset of Reaction yield outcomes from USPTO patents with 853,638 reactions. Predict the reaction yield, written as a fraction of the theoretical maximum amount of product (1.0 means a 100% yield; for example, 0.34 means a 34% yield). The reactants are [BH4-].[Na+].[Cl-].[Ca+2].[Cl-].[C:6]([C:8]1[CH:13]=[CH:12][CH:11]=[CH:10][C:9]=1[C:14]1[CH:19]=[CH:18][C:17]([CH2:20][C:21]2[C:26](=[O:27])[N:25]([C:28]3[CH:42]=[CH:41][C:31]([O:32][C:33]([CH3:40])([CH3:39])[C:34](OCC)=[O:35])=[CH:30][CH:29]=3)[C:24]([CH2:43][CH3:44])=[N:23][C:22]=2[CH2:45][CH2:46][CH3:47])=[CH:16][CH:15]=1)#[N:7]. The catalyst is C(O)C.O1CCCC1.C(OCC)(=O)C.Cl. The product is [CH2:43]([C:24]1[N:25]([C:28]2[CH:29]=[CH:30][C:31]([O:32][C:33]([CH3:40])([CH3:39])[CH2:34][OH:35])=[CH:41][CH:42]=2)[C:26](=[O:27])[C:21]([CH2:20][C:17]2[CH:16]=[CH:15][C:14]([C:9]3[C:8]([C:6]#[N:7])=[CH:13][CH:12]=[CH:11][CH:10]=3)=[CH:19][CH:18]=2)=[C:22]([CH2:45][CH2:46][CH3:47])[N:23]=1)[CH3:44]. The yield is 0.710.